Dataset: NCI-60 drug combinations with 297,098 pairs across 59 cell lines. Task: Regression. Given two drug SMILES strings and cell line genomic features, predict the synergy score measuring deviation from expected non-interaction effect. (1) Cell line: NCI-H460. Drug 2: CCC1(CC2CC(C3=C(CCN(C2)C1)C4=CC=CC=C4N3)(C5=C(C=C6C(=C5)C78CCN9C7C(C=CC9)(C(C(C8N6C)(C(=O)OC)O)OC(=O)C)CC)OC)C(=O)OC)O.OS(=O)(=O)O. Drug 1: CN(C)N=NC1=C(NC=N1)C(=O)N. Synergy scores: CSS=31.4, Synergy_ZIP=-6.53, Synergy_Bliss=-2.55, Synergy_Loewe=-2.98, Synergy_HSA=-2.45. (2) Synergy scores: CSS=7.75, Synergy_ZIP=-4.09, Synergy_Bliss=-2.99, Synergy_Loewe=-3.41, Synergy_HSA=-4.01. Drug 1: CC12CCC3C(C1CCC2O)C(CC4=C3C=CC(=C4)O)CCCCCCCCCS(=O)CCCC(C(F)(F)F)(F)F. Cell line: NCI-H522. Drug 2: C(CC(=O)O)C(=O)CN.Cl. (3) Drug 1: C1=CC(=CC=C1CCCC(=O)O)N(CCCl)CCCl. Drug 2: CC1=C2C(C(=O)C3(C(CC4C(C3C(C(C2(C)C)(CC1OC(=O)C(C(C5=CC=CC=C5)NC(=O)C6=CC=CC=C6)O)O)OC(=O)C7=CC=CC=C7)(CO4)OC(=O)C)O)C)OC(=O)C. Cell line: CAKI-1. Synergy scores: CSS=55.3, Synergy_ZIP=-5.90, Synergy_Bliss=-4.49, Synergy_Loewe=-61.1, Synergy_HSA=-0.0628. (4) Drug 1: COC1=C(C=C2C(=C1)N=CN=C2NC3=CC(=C(C=C3)F)Cl)OCCCN4CCOCC4. Drug 2: C1=CC(=CC=C1CCCC(=O)O)N(CCCl)CCCl. Cell line: OVCAR-5. Synergy scores: CSS=41.3, Synergy_ZIP=-8.14, Synergy_Bliss=-1.75, Synergy_Loewe=-23.3, Synergy_HSA=1.79.